This data is from Forward reaction prediction with 1.9M reactions from USPTO patents (1976-2016). The task is: Predict the product of the given reaction. (1) Given the reactants [CH3:1][N:2]1[C:6]([N:7]2[C:11]3=[N:12][CH:13]=[CH:14][CH:15]=[C:10]3[CH:9]=[CH:8]2)=[C:5]([CH:16]=[O:17])[C:4]([CH3:18])=[N:3]1.[H][H], predict the reaction product. The product is: [N:7]1([C:6]2[N:2]([CH3:1])[N:3]=[C:4]([CH3:18])[C:5]=2[CH:16]=[O:17])[C:11]2=[N:12][CH:13]=[CH:14][CH:15]=[C:10]2[CH2:9][CH2:8]1. (2) Given the reactants [C:1]([C:3]1([NH:6][C:7]([C@@H:9]2[CH2:13][C@@H:12]([S:14]([C:17]3[CH:22]=[CH:21][C:20](F)=[CH:19][C:18]=3[C:24]([F:27])([F:26])[F:25])(=[O:16])=[O:15])[CH2:11][N:10]2[C:28]2[N:29]([CH:34]3[CH2:39][CH2:38][O:37][CH2:36][CH2:35]3)[N:30]=[C:31]([CH3:33])[CH:32]=2)=[O:8])[CH2:5][CH2:4]1)#[N:2].Cl.[F:41][C:42]1([F:46])[CH2:45][NH:44][CH2:43]1, predict the reaction product. The product is: [C:1]([C:3]1([NH:6][C:7]([C@@H:9]2[CH2:13][C@@H:12]([S:14]([C:17]3[CH:22]=[CH:21][C:20]([N:44]4[CH2:45][C:42]([F:46])([F:41])[CH2:43]4)=[CH:19][C:18]=3[C:24]([F:25])([F:27])[F:26])(=[O:15])=[O:16])[CH2:11][N:10]2[C:28]2[N:29]([CH:34]3[CH2:39][CH2:38][O:37][CH2:36][CH2:35]3)[N:30]=[C:31]([CH3:33])[CH:32]=2)=[O:8])[CH2:4][CH2:5]1)#[N:2]. (3) The product is: [CH3:7][O:9][C:5](=[O:6])[C:3]([CH3:10])=[CH2:2].[C:7]([OH:9])(=[O:1])[C:14]([CH3:13])=[CH2:15]. Given the reactants [OH:1][CH2:2][CH:3]([CH2:5][OH:6])O.[CH2:7]([OH:9])C.[CH2:10](S(O)(=O)=O)CC[CH2:13][CH2:14][CH3:15], predict the reaction product. (4) Given the reactants [CH:1]([NH:14][C:15]1[C:24]2[C:19](=[CH:20][CH:21]=[CH:22][CH:23]=2)[N:18]=[C:17](Cl)[N:16]=1)([C:8]1[CH:13]=[CH:12][CH:11]=[CH:10][CH:9]=1)[C:2]1[CH:7]=[CH:6][CH:5]=[CH:4][CH:3]=1.[NH:26]1[C:34]2[C:29](=[CH:30][C:31](B(O)O)=[CH:32][CH:33]=2)[CH:28]=[CH:27]1.C(NC1C2C(=CC=CC=2)N=C(C2SC3C=CC=CC=3C=2)N=1)(C1C=CC=CC=1)C1C=CC=CC=1, predict the reaction product. The product is: [CH:1]([NH:14][C:15]1[C:24]2[C:19](=[CH:20][CH:21]=[CH:22][CH:23]=2)[N:18]=[C:17]([C:31]2[CH:30]=[C:29]3[C:34](=[CH:33][CH:32]=2)[NH:26][CH:27]=[CH:28]3)[N:16]=1)([C:8]1[CH:13]=[CH:12][CH:11]=[CH:10][CH:9]=1)[C:2]1[CH:7]=[CH:6][CH:5]=[CH:4][CH:3]=1.